From a dataset of Catalyst prediction with 721,799 reactions and 888 catalyst types from USPTO. Predict which catalyst facilitates the given reaction. (1) Reactant: [Cl:1][C:2]1[CH:37]=[CH:36][C:5]([CH2:6][N:7]2[C:15]3[C:14](=[O:16])[N:13]([CH2:17][CH2:18][CH2:19][O:20]C4CCCCO4)[C:12](=[O:27])[N:11]([CH3:28])[C:10]=3[N:9]=[C:8]2[S:29]([NH:32][CH:33]([CH3:35])[CH3:34])(=[O:31])=[O:30])=[CH:4][CH:3]=1. Product: [Cl:1][C:2]1[CH:3]=[CH:4][C:5]([CH2:6][N:7]2[C:15]3[C:14](=[O:16])[N:13]([CH2:17][CH2:18][CH2:19][OH:20])[C:12](=[O:27])[N:11]([CH3:28])[C:10]=3[N:9]=[C:8]2[S:29]([NH:32][CH:33]([CH3:34])[CH3:35])(=[O:30])=[O:31])=[CH:36][CH:37]=1. The catalyst class is: 33. (2) Reactant: [N:1]1[C:10]2[C:5](=[CH:6][C:7]([CH2:11][N:12]3[C:16]4=[N:17][C:18]([C:21](=O)[CH3:22])=[CH:19][N:20]=[C:15]4[N:14]=[N:13]3)=[CH:8][CH:9]=2)[CH:4]=[CH:3][CH:2]=1.Cl.[CH3:25][O:26][NH2:27].C(N(CC)CC)C. Product: [CH3:25][O:26]/[N:27]=[C:21](/[C:18]1[N:17]=[C:16]2[N:12]([CH2:11][C:7]3[CH:6]=[C:5]4[C:10](=[CH:9][CH:8]=3)[N:1]=[CH:2][CH:3]=[CH:4]4)[N:13]=[N:14][C:15]2=[N:20][CH:19]=1)\[CH3:22]. The catalyst class is: 5. (3) The catalyst class is: 9. Product: [ClH:1].[Cl:1][C:2]1[CH:3]=[C:4]([S:9]([N:12]2[CH:25]([CH2:26][C:27]([NH:65][CH2:64][CH2:63][C:60]3[CH:61]=[CH:62][C:57]([C:53]4[NH:54][CH2:55][CH2:56][N:52]=4)=[CH:58][CH:59]=3)=[O:28])[C:24]3[C:19](=[CH:20][CH:21]=[C:22]([F:30])[CH:23]=3)[C:18]3[CH:17]=[CH:16][CH:15]=[CH:14][C:13]2=3)(=[O:10])=[O:11])[CH:5]=[CH:6][C:7]=1[Cl:8]. Reactant: [Cl:1][C:2]1[CH:3]=[C:4]([S:9]([N:12]2[CH:25]([CH2:26][C:27](O)=[O:28])[C:24]3[C:19](=[CH:20][CH:21]=[C:22]([F:30])[CH:23]=3)[C:18]3[CH:17]=[CH:16][CH:15]=[CH:14][C:13]2=3)(=[O:11])=[O:10])[CH:5]=[CH:6][C:7]=1[Cl:8].C(N(CC)CC)C.Cl.CN(C)CCCN=C=NCC.Cl.Cl.[NH:52]1[CH2:56][CH2:55][N:54]=[C:53]1[C:57]1[CH:62]=[CH:61][C:60]([CH2:63][CH2:64][NH2:65])=[CH:59][CH:58]=1. (4) Reactant: [C:1]([C:4]1[N:5]=[C:6]([N:9]2[CH2:14][CH2:13][CH:12](OS(C)(=O)=O)[CH2:11][CH2:10]2)[S:7][CH:8]=1)(=[O:3])[NH2:2].[C:20]([O-:23])(=[S:22])[CH3:21].[K+]. Product: [C:20]([S:22][CH:12]1[CH2:11][CH2:10][N:9]([C:6]2[S:7][CH:8]=[C:4]([C:1](=[O:3])[NH2:2])[N:5]=2)[CH2:14][CH2:13]1)(=[O:23])[CH3:21]. The catalyst class is: 9. (5) Reactant: CN(C(ON1N=NC2C=CC=NC1=2)=[N+](C)C)C.F[P-](F)(F)(F)(F)F.[Cl:25][C:26]1[CH:31]=[CH:30][C:29]([CH2:32][NH2:33])=[C:28]([F:34])[C:27]=1[O:35][C:36]1[C:45]2[C:40](=[CH:41][CH:42]=[CH:43][CH:44]=2)[CH:39]=[CH:38][CH:37]=1.[Cl:46][C:47]1[N:48]=[C:49]([CH2:55][CH3:56])[NH:50][C:51]=1[C:52](O)=[O:53].C(N(C(C)C)CC)(C)C. Product: [Cl:46][C:47]1[N:48]=[C:49]([CH2:55][CH3:56])[NH:50][C:51]=1[C:52]([NH:33][CH2:32][C:29]1[CH:30]=[CH:31][C:26]([Cl:25])=[C:27]([O:35][C:36]2[C:45]3[C:40](=[CH:41][CH:42]=[CH:43][CH:44]=3)[CH:39]=[CH:38][CH:37]=2)[C:28]=1[F:34])=[O:53]. The catalyst class is: 3. (6) Reactant: Br[C:2]1[CH:3]=[C:4]([C:14]([O:16][CH3:17])=[O:15])[N:5]([C:7]2[C:12]([Cl:13])=[CH:11][CH:10]=[CH:9][N:8]=2)[CH:6]=1.[CH2:18]([O:20]C([Sn](CCCC)(CCCC)CCCC)=C)[CH3:19].[Cl-].[Li+]. Product: [C:18]([C:2]1[CH:3]=[C:4]([C:14]([O:16][CH3:17])=[O:15])[N:5]([C:7]2[C:12]([Cl:13])=[CH:11][CH:10]=[CH:9][N:8]=2)[CH:6]=1)(=[O:20])[CH3:19]. The catalyst class is: 176. (7) Reactant: C(OP([CH2:9][C:10]([O:12][CH2:13][CH3:14])=[O:11])(OCC)=O)C.[H-].[Na+].[CH2:17]([O:21][C:22]1[CH:26]=[C:25]([CH:27]=O)[N:24]([CH2:29][C:30]2[CH:35]=[CH:34][C:33]([C:36]([F:39])([F:38])[F:37])=[CH:32][CH:31]=2)[N:23]=1)[CH2:18][CH2:19][CH3:20].[Cl-].[NH4+]. Product: [CH2:17]([O:21][C:22]1[CH:26]=[C:25](/[CH:27]=[CH:9]/[C:10]([O:12][CH2:13][CH3:14])=[O:11])[N:24]([CH2:29][C:30]2[CH:31]=[CH:32][C:33]([C:36]([F:38])([F:39])[F:37])=[CH:34][CH:35]=2)[N:23]=1)[CH2:18][CH2:19][CH3:20]. The catalyst class is: 348.